From a dataset of Reaction yield outcomes from USPTO patents with 853,638 reactions. Predict the reaction yield, written as a fraction of the theoretical maximum amount of product (1.0 means a 100% yield; for example, 0.34 means a 34% yield). (1) The reactants are [Cl:1][C:2]1[CH:28]=[CH:27][C:5]([CH2:6][C:7]2[C:16]([OH:17])=[C:15]([C:18]([OH:20])=[O:19])[C:14]3[C:9](=[C:10](C4C=CC=CC=4)[CH:11]=[CH:12][CH:13]=3)[N:8]=2)=[CH:4][CH:3]=1.[Br:29]C1C=CC=C2C=1NC(=O)C2=O.C(OCC(=O)CC1C=CC(Cl)=CC=1)(=O)C. No catalyst specified. The product is [Br:29][C:10]1[CH:11]=[CH:12][CH:13]=[C:14]2[C:9]=1[N:8]=[C:7]([CH2:6][C:5]1[CH:27]=[CH:28][C:2]([Cl:1])=[CH:3][CH:4]=1)[C:16]([OH:17])=[C:15]2[C:18]([OH:20])=[O:19]. The yield is 0.230. (2) The reactants are [CH:1]([CH:4]1[C:9]2=[CH:10][C:11]3[CH:12]=[CH:13][C:14]([S:17]([CH3:20])(=[O:19])=[O:18])=[CH:15][C:16]=3[N:8]2[CH2:7][CH2:6][N:5]1[C:21]1[N:26]=[C:25]([C:27]([F:30])([F:29])[F:28])[C:24]([C:31]([O-])=[O:32])=[CH:23][N:22]=1)([CH3:3])[CH3:2].CC(C[AlH]CC(C)C)C. The catalyst is ClCCl. The product is [CH:1]([C@@H:4]1[C:9]2=[CH:10][C:11]3[CH:12]=[CH:13][C:14]([S:17]([CH3:20])(=[O:19])=[O:18])=[CH:15][C:16]=3[N:8]2[CH2:7][CH2:6][N:5]1[C:21]1[N:26]=[C:25]([C:27]([F:28])([F:29])[F:30])[C:24]([CH2:31][OH:32])=[CH:23][N:22]=1)([CH3:3])[CH3:2].[CH:1]([C@H:4]1[C:9]2=[CH:10][C:11]3[CH:12]=[CH:13][C:14]([S:17]([CH3:20])(=[O:19])=[O:18])=[CH:15][C:16]=3[N:8]2[CH2:7][CH2:6][N:5]1[C:21]1[N:26]=[C:25]([C:27]([F:28])([F:29])[F:30])[C:24]([CH2:31][OH:32])=[CH:23][N:22]=1)([CH3:3])[CH3:2]. The yield is 0.0784. (3) The product is [C:4]([O:3][C:1](=[O:2])[NH:8][CH:9]([C:13]([N:40]1[CH:39]([CH:45]([OH:49])[CH:46]([OH:48])[CH3:47])[CH2:38][NH:37][C:36]2[NH:35][C:34]([NH2:33])=[N:43][C:42](=[O:44])[C:41]1=2)=[O:15])[CH:10]([CH3:11])[CH3:12])([CH3:5])([CH3:6])[CH3:7]. The catalyst is C(Cl)Cl.N1C=CC=CC=1. The reactants are [C:1]([NH:8][C@H:9]([C:13]([OH:15])=O)[CH:10]([CH3:12])[CH3:11])([O:3][C:4]([CH3:7])([CH3:6])[CH3:5])=[O:2].C1CCC(N=C=NC2CCCCC2)CC1.Cl.Cl.[NH2:33][C:34]1[NH:35][C:36]2[NH:37][CH2:38][CH:39]([CH:45]([OH:49])[CH:46]([OH:48])[CH3:47])[NH:40][C:41]=2[C:42](=[O:44])[N:43]=1. The yield is 0.760. (4) The reactants are [CH:1]1([N:6]2[CH2:12][C:11]3([CH2:14][CH2:13]3)[C:10](=[O:15])[N:9]([CH3:16])[C:8]3[CH:17]=[N:18][C:19]([NH:21][C:22]4[CH:30]=[CH:29][C:25]([C:26]([OH:28])=O)=[CH:24][C:23]=4[O:31][CH3:32])=[N:20][C:7]2=3)[CH2:5][CH2:4][CH2:3][CH2:2]1.CCN(C(C)C)C(C)C.CN(C(ON1N=NC2C=CC=CC1=2)=[N+](C)C)C.[B-](F)(F)(F)F.[CH3:64][N:65]1[CH2:70][CH2:69][N:68]([CH:71]2[CH2:76][CH2:75][CH:74]([NH2:77])[CH2:73][CH2:72]2)[CH2:67][CH2:66]1. The catalyst is CN(C=O)C. The product is [CH:1]1([N:6]2[CH2:12][C:11]3([CH2:14][CH2:13]3)[C:10](=[O:15])[N:9]([CH3:16])[C:8]3[CH:17]=[N:18][C:19]([NH:21][C:22]4[CH:30]=[CH:29][C:25]([C:26]([NH:77][C@H:74]5[CH2:73][CH2:72][C@H:71]([N:68]6[CH2:67][CH2:66][N:65]([CH3:64])[CH2:70][CH2:69]6)[CH2:76][CH2:75]5)=[O:28])=[CH:24][C:23]=4[O:31][CH3:32])=[N:20][C:7]2=3)[CH2:2][CH2:3][CH2:4][CH2:5]1. The yield is 0.180.